This data is from Full USPTO retrosynthesis dataset with 1.9M reactions from patents (1976-2016). The task is: Predict the reactants needed to synthesize the given product. (1) The reactants are: C(C(O)=[O:29])CC(F)(F)C(F)(F)C(F)(F)C(F)(F)C(F)(F)C(F)(F)C(F)(F)C(F)(F)F.ON1C(=O)CCC1=O.[CH:39]1([N:45]=[C:46]=[N:47][CH:48]2[CH2:53][CH2:52][CH2:51][CH2:50][CH2:49]2)[CH2:44][CH2:43][CH2:42][CH2:41][CH2:40]1. Given the product [C:46]([NH:45][CH:39]1[CH2:40][CH2:41][CH2:42][CH2:43][CH2:44]1)([NH:47][CH:48]1[CH2:53][CH2:52][CH2:51][CH2:50][CH2:49]1)=[O:29], predict the reactants needed to synthesize it. (2) Given the product [Br:8][C:12]1[CH:13]=[C:14]2[C:19](=[C:10]([F:9])[CH:11]=1)[NH:18][C:17](=[O:20])[CH2:16][CH2:15]2, predict the reactants needed to synthesize it. The reactants are: C1C(=O)N([Br:8])C(=O)C1.[F:9][C:10]1[CH:11]=[CH:12][CH:13]=[C:14]2[C:19]=1[NH:18][C:17](=[O:20])[CH2:16][CH2:15]2.O. (3) Given the product [OH:11][C:5]1[CH:4]=[CH:3][C:2]([C:14]2[CH:15]=[CH:16][CH:17]=[CH:18][C:13]=2[CH3:12])=[CH:10][C:6]=1[C:7]([OH:9])=[O:8], predict the reactants needed to synthesize it. The reactants are: Cl[C:2]1[CH:3]=[CH:4][C:5]([OH:11])=[C:6]([CH:10]=1)[C:7]([OH:9])=[O:8].[CH3:12][C:13]1[CH:18]=[CH:17][CH:16]=[CH:15][C:14]=1B(O)O.C([O-])([O-])=O.[K+].[K+]. (4) Given the product [CH3:16][C:9]1([C:10]2[CH:11]=[CH:12][CH:13]=[CH:14][CH:15]=2)[N:5]([CH2:33][C:34]([OH:36])=[O:35])[C:6](=[O:30])[N:7]([C:18]([C:20]2[C:29]3[C:24](=[CH:25][CH:26]=[CH:27][CH:28]=3)[CH:23]=[CH:22][CH:21]=2)=[O:19])[C:8]1=[O:17], predict the reactants needed to synthesize it. The reactants are: C(O[N:5]1[C:9]([CH3:16])([C:10]2[CH:15]=[CH:14][CH:13]=[CH:12][CH:11]=2)[C:8](=[O:17])[N:7]([C:18]([C:20]2[C:29]3[C:24](=[CH:25][CH:26]=[CH:27][CH:28]=3)[CH:23]=[CH:22][CH:21]=2)=[O:19])[C:6]1=[O:30])(=O)C.Cl.F[C:33](F)(F)[C:34]([OH:36])=[O:35].ClCCl. (5) Given the product [CH:1]1([NH:4][C:5]2[C:10]([NH2:11])=[CH:9][CH:8]=[CH:7][C:6]=2[F:14])[CH2:3][CH2:2]1, predict the reactants needed to synthesize it. The reactants are: [CH:1]1([NH:4][C:5]2[C:10]([N+:11]([O-])=O)=[CH:9][CH:8]=[CH:7][C:6]=2[F:14])[CH2:3][CH2:2]1. (6) Given the product [F:16][C:15]1[CH:14]=[C:13]([C:17]([OH:20])([CH3:19])[CH3:18])[CH:12]=[CH:11][C:10]=1[C:4]1[S:3][C:2]([NH:1][C:23]2[CH:24]=[CH:25][CH:26]=[C:27]([CH2:29][N:30]3[CH2:34][C@H:33]([OH:35])[CH2:32][C:31]3=[O:36])[N:28]=2)=[C:6]([C:7]([NH2:9])=[O:8])[CH:5]=1, predict the reactants needed to synthesize it. The reactants are: [NH2:1][C:2]1[S:3][C:4]([C:10]2[C:15]([F:16])=[CH:14][C:13]([C:17]([OH:20])([CH3:19])[CH3:18])=[CH:12][C:11]=2F)=[CH:5][C:6]=1[C:7]([NH2:9])=[O:8].Br[C:23]1[N:28]=[C:27]([CH2:29][N:30]2[CH2:34][C@H:33]([OH:35])[CH2:32][C:31]2=[O:36])[CH:26]=[CH:25][CH:24]=1. (7) Given the product [C:22]([O:26][C:27]([N:29]1[CH2:34][CH2:33][CH:32]([NH:35][C:4](=[O:6])[C:3]2[CH:7]=[C:8]([N+:15]([O-:17])=[O:16])[C:9]([O:11][CH:12]([CH3:14])[CH3:13])=[CH:10][C:2]=2[Cl:1])[CH2:31][CH2:30]1)=[O:28])([CH3:25])([CH3:23])[CH3:24], predict the reactants needed to synthesize it. The reactants are: [Cl:1][C:2]1[CH:10]=[C:9]([O:11][CH:12]([CH3:14])[CH3:13])[C:8]([N+:15]([O-:17])=[O:16])=[CH:7][C:3]=1[C:4]([OH:6])=O.S(Cl)(Cl)=O.[C:22]([O:26][C:27]([N:29]1[CH2:34][CH2:33][CH:32]([NH2:35])[CH2:31][CH2:30]1)=[O:28])([CH3:25])([CH3:24])[CH3:23].C(N(CC)CC)C.ClC1C=C(OC(C)C)C([N+]([O-])=O)=CC=1C(Cl)=O. (8) Given the product [NH2:1][C:2]1[N:7]=[CH:6][N:5]=[C:4]2[N:8]([CH:12]([C:14]3[C:15]([O:27][CH2:28][CH3:29])=[C:16]([C:22]([CH3:26])=[C:23]([Cl:25])[CH:24]=3)[C:17]([NH:19][CH2:20][CH3:21])=[O:18])[CH3:13])[N:9]=[C:10]([C:38]3[CH:39]=[N:40][NH:41][CH:42]=3)[C:3]=12, predict the reactants needed to synthesize it. The reactants are: [NH2:1][C:2]1[N:7]=[CH:6][N:5]=[C:4]2[N:8]([CH:12]([C:14]3[C:15]([O:27][CH2:28][CH3:29])=[C:16]([C:22]([CH3:26])=[C:23]([Cl:25])[CH:24]=3)[C:17]([NH:19][CH2:20][CH3:21])=[O:18])[CH3:13])[N:9]=[C:10](I)[C:3]=12.CC1(C)C(C)(C)OB([C:38]2[CH:39]=[N:40][NH:41][CH:42]=2)O1.C(=O)([O-])[O-].[Na+].[Na+].O. (9) Given the product [Cl:52][C:47]1[C:48]([O:50][CH3:51])=[N:49][C:44](/[C:36](/[C:7]2[CH:8]=[CH:9][C:4]([CH:1]([CH3:3])[CH3:2])=[CH:5][CH:6]=2)=[CH:37]/[CH:38]2[CH2:43][CH2:42][O:41][CH2:40][CH2:39]2)=[CH:45][CH:46]=1, predict the reactants needed to synthesize it. The reactants are: [CH:1]([C:4]1[CH:9]=[CH:8][C:7](B(O)O)=[CH:6][CH:5]=1)([CH3:3])[CH3:2].O1C=CC=C1P(C1OC=CC=1)C1OC=CC=1.C(=O)([O-])[O-].[Cs+].[Cs+].Br/[C:36](/[C:44]1[N:49]=[C:48]([O:50][CH3:51])[C:47]([Cl:52])=[CH:46][CH:45]=1)=[CH:37]\[CH:38]1[CH2:43][CH2:42][O:41][CH2:40][CH2:39]1.